This data is from Forward reaction prediction with 1.9M reactions from USPTO patents (1976-2016). The task is: Predict the product of the given reaction. Given the reactants [H-].[Na+].[I-].[CH3:4][S+](C)(C)=O.[CH3:9][C:10]1[S:11][C:12]2[C:18](/[CH:19]=[CH:20]/[C:21]([O:23][CH2:24][CH3:25])=[O:22])=[CH:17][CH:16]=[CH:15][C:13]=2[N:14]=1.O, predict the reaction product. The product is: [CH3:9][C:10]1[S:11][C:12]2[C:18]([CH:19]3[CH2:4][CH:20]3[C:21]([O:23][CH2:24][CH3:25])=[O:22])=[CH:17][CH:16]=[CH:15][C:13]=2[N:14]=1.